This data is from Catalyst prediction with 721,799 reactions and 888 catalyst types from USPTO. The task is: Predict which catalyst facilitates the given reaction. (1) Reactant: [CH2:1]([O:3][C:4](=[O:24])[CH2:5][CH:6]1[CH2:11][CH2:10][CH:9]([C:12]2[CH:17]=[CH:16][C:15]([C:18](=[O:23])[CH2:19][N:20]=[N+]=[N-])=[CH:14][CH:13]=2)[CH2:8][CH2:7]1)[CH3:2].C1(P(C2C=CC=CC=2)C2C=CC=CC=2)C=CC=CC=1.[Cl:44][C:45]1[CH:50]=[CH:49][CH:48]=[C:47]([N:51]=[C:52]=S)[CH:46]=1.O. Product: [CH2:1]([O:3][C:4](=[O:24])[CH2:5][CH:6]1[CH2:11][CH2:10][CH:9]([C:12]2[CH:17]=[CH:16][C:15]([C:18]3[O:23][C:52]([NH:51][C:47]4[CH:48]=[CH:49][CH:50]=[C:45]([Cl:44])[CH:46]=4)=[N:20][CH:19]=3)=[CH:14][CH:13]=2)[CH2:8][CH2:7]1)[CH3:2]. The catalyst class is: 225. (2) Reactant: C([O:4][CH:5]1[CH2:14][C:13]2[C:8](=[CH:9][CH:10]=[CH:11][C:12]=2[N+:15]([O-:17])=[O:16])[O:7][CH2:6]1)(=O)C.[OH-].[Na+].Cl. Product: [N+:15]([C:12]1[CH:11]=[CH:10][CH:9]=[C:8]2[C:13]=1[CH2:14][CH:5]([OH:4])[CH2:6][O:7]2)([O-:17])=[O:16]. The catalyst class is: 8. (3) Reactant: [CH3:1][O:2][C:3]1[CH:4]=[C:5]([C:9]2[CH:14]=[CH:13][CH:12]=[C:11]([CH:15]=O)[CH:10]=2)[CH:6]=[CH:7][CH:8]=1.[NH2:17][CH2:18][CH2:19][C@H:20]1[O:24][C:23](=[O:25])[N:22]([C:26]2[CH:36]=[CH:35][C:29]3[S:30][CH2:31][C:32](=[O:34])[NH:33][C:28]=3[CH:27]=2)[CH2:21]1.[BH-](OC(C)=O)(OC(C)=O)OC(C)=O.[Na+]. Product: [CH3:1][O:2][C:3]1[CH:4]=[C:5]([C:9]2[CH:14]=[CH:13][CH:12]=[C:11]([CH2:15][NH:17][CH2:18][CH2:19][C@H:20]3[O:24][C:23](=[O:25])[N:22]([C:26]4[CH:36]=[CH:35][C:29]5[S:30][CH2:31][C:32](=[O:34])[NH:33][C:28]=5[CH:27]=4)[CH2:21]3)[CH:10]=2)[CH:6]=[CH:7][CH:8]=1. The catalyst class is: 59. (4) Reactant: [Br:1][C:2]1[S:6][CH:5]=[C:4]([C:7]([OH:9])=O)[CH:3]=1.[NH:10]1[CH:19]2[CH:14]([CH2:15][CH2:16][CH2:17][CH2:18]2)[CH2:13][CH2:12][CH2:11]1.CN(C(ON1N=NC2C=CC=NC1=2)=[N+](C)C)C.F[P-](F)(F)(F)(F)F. Product: [Br:1][C:2]1[S:6][CH:5]=[C:4]([C:7]([N:10]2[C@@H:19]3[C@@H:14]([CH2:15][CH2:16][CH2:17][CH2:18]3)[CH2:13][CH2:12][CH2:11]2)=[O:9])[CH:3]=1. The catalyst class is: 10. (5) Product: [S:16]1[CH:17]=[CH:18][N:19]=[C:15]1[N:4]1[CH2:5][CH2:6][N:1]([C:7]([O:9][C:10]([CH3:13])([CH3:12])[CH3:11])=[O:8])[CH2:2][CH2:3]1. The catalyst class is: 14. Reactant: [N:1]1([C:7]([O:9][C:10]([CH3:13])([CH3:12])[CH3:11])=[O:8])[CH2:6][CH2:5][NH:4][CH2:3][CH2:2]1.Br[C:15]1[S:16][CH:17]=[CH:18][N:19]=1.C([O-])([O-])=O.[K+].[K+].O.